From a dataset of Forward reaction prediction with 1.9M reactions from USPTO patents (1976-2016). Predict the product of the given reaction. Given the reactants F[C:2]1[N:7]=[C:6]([C:8]2[C:16]3[C:11](=[CH:12][N:13]=[C:14]([C:17]4[CH:18]=[N:19][N:20]([CH3:22])[CH:21]=4)[CH:15]=3)[N:10](C3CCCCO3)[N:9]=2)[CH:5]=[CH:4][CH:3]=1.[NH:29]1[CH2:35][CH2:34][CH2:33][CH2:32][CH:31]([NH:36]C(=O)OC(C)(C)C)[CH2:30]1, predict the reaction product. The product is: [CH3:22][N:20]1[CH:21]=[C:17]([C:14]2[CH:15]=[C:16]3[C:8]([C:6]4[N:7]=[C:2]([N:29]5[CH2:35][CH2:34][CH2:33][CH2:32][CH:31]([NH2:36])[CH2:30]5)[CH:3]=[CH:4][CH:5]=4)=[N:9][NH:10][C:11]3=[CH:12][N:13]=2)[CH:18]=[N:19]1.